Dataset: Full USPTO retrosynthesis dataset with 1.9M reactions from patents (1976-2016). Task: Predict the reactants needed to synthesize the given product. (1) Given the product [CH2:1]([O:8][C:9]1[CH:14]=[C:13]([O:15][CH3:16])[CH:12]=[CH:11][C:10]=1[CH2:17][C:18]([O:25][CH3:23])=[O:20])[C:2]1[CH:7]=[CH:6][CH:5]=[CH:4][CH:3]=1, predict the reactants needed to synthesize it. The reactants are: [CH2:1]([O:8][C:9]1[CH:14]=[C:13]([O:15][CH3:16])[CH:12]=[CH:11][C:10]=1[CH2:17][C:18]#N)[C:2]1[CH:7]=[CH:6][CH:5]=[CH:4][CH:3]=1.[OH-:20].[Na+].Cl.[CH2:23]([OH:25])C. (2) Given the product [CH3:8][O:9][C:10]([C:12]1[S:13][C:14]([S:31][CH3:32])=[C:15]([S:17]([C:20]2[CH:25]=[C:24]([N+:26]([O-:28])=[O:27])[C:23]([NH:1][C:2]3[CH:7]=[CH:6][CH:5]=[CH:4][CH:3]=3)=[C:22]([Br:30])[CH:21]=2)(=[O:19])=[O:18])[CH:16]=1)=[O:11], predict the reactants needed to synthesize it. The reactants are: [NH2:1][C:2]1[CH:7]=[CH:6][CH:5]=[CH:4][CH:3]=1.[CH3:8][O:9][C:10]([C:12]1[S:13][C:14]([S:31][CH3:32])=[C:15]([S:17]([C:20]2[CH:25]=[C:24]([N+:26]([O-:28])=[O:27])[C:23](Cl)=[C:22]([Br:30])[CH:21]=2)(=[O:19])=[O:18])[CH:16]=1)=[O:11].C([O-])(=O)C.[Na+]. (3) Given the product [F:34][C:35]1[CH:42]=[CH:41][CH:40]=[CH:39][C:36]=1[CH2:37][NH:38][C:17]([C@H:14]1[CH2:13][CH2:12][C@@H:11]([CH2:10][C:2]2[NH:1][C:5]3[CH:6]=[CH:7][CH:8]=[CH:9][C:4]=3[N:3]=2)[CH2:16][CH2:15]1)=[O:19], predict the reactants needed to synthesize it. The reactants are: [NH:1]1[C:5]2[CH:6]=[CH:7][CH:8]=[CH:9][C:4]=2[N:3]=[C:2]1[CH2:10][C@@H:11]1[CH2:16][CH2:15][C@H:14]([C:17]([OH:19])=O)[CH2:13][CH2:12]1.C(Cl)CCl.C1C=NC2N(O)N=NC=2C=1.[F:34][C:35]1[CH:42]=[CH:41][CH:40]=[CH:39][C:36]=1[CH2:37][NH2:38]. (4) Given the product [Br:1][C:2]1[CH:3]=[N:4][CH:5]=[C:6]([N+:9]([O-:11])=[O:10])[C:7]=1[NH:14][CH2:12][CH3:13], predict the reactants needed to synthesize it. The reactants are: [Br:1][C:2]1[CH:3]=[N:4][CH:5]=[C:6]([N+:9]([O-:11])=[O:10])[C:7]=1Cl.[CH2:12]([NH2:14])[CH3:13].O. (5) Given the product [C:1]1([C:21]2[CH:22]=[C:23]([C:28]3[N:33]=[C:32]([C:34]4[CH:39]=[CH:38][CH:37]=[CH:36][CH:35]=4)[N:31]=[C:30]([C:40]4[CH:45]=[CH:44][CH:43]=[CH:42][CH:41]=4)[N:29]=3)[CH:24]=[C:25]([C:8]3[C:7]4[C:16]5=[C:15]6[C:4](=[CH:5][CH:6]=4)[CH:3]=[CH:2][CH:1]=[C:14]6[CH:13]=[CH:12][C:11]5=[CH:10][CH:9]=3)[CH:26]=2)[C:14]2[C:15]3=[C:16]4[C:11](=[CH:12][CH:13]=2)[CH:10]=[CH:9][CH:8]=[C:7]4[CH:6]=[CH:5][C:4]3=[CH:3][CH:2]=1, predict the reactants needed to synthesize it. The reactants are: [C:1]1(B(O)O)[C:14]2[C:15]3=[C:16]4[C:11](=[CH:12][CH:13]=2)[CH:10]=[CH:9][CH:8]=[C:7]4[CH:6]=[CH:5][C:4]3=[CH:3][CH:2]=1.Br[C:21]1[CH:22]=[C:23]([C:28]2[N:33]=[C:32]([C:34]3[CH:39]=[CH:38][CH:37]=[CH:36][CH:35]=3)[N:31]=[C:30]([C:40]3[CH:45]=[CH:44][CH:43]=[CH:42][CH:41]=3)[N:29]=2)[CH:24]=[C:25](Br)[CH:26]=1.[OH-].[Na+]. (6) Given the product [C:6]([O:5][CH2:1][C@H:2]([OH:4])[CH3:3])([C:7]1[CH:12]=[CH:11][CH:10]=[CH:9][CH:8]=1)([C:19]1[CH:20]=[CH:21][CH:22]=[CH:23][CH:24]=1)[C:13]1[CH:14]=[CH:15][CH:16]=[CH:17][CH:18]=1, predict the reactants needed to synthesize it. The reactants are: [CH2:1]([OH:5])[C@H:2]([OH:4])[CH3:3].[C:6](Cl)([C:19]1[CH:24]=[CH:23][CH:22]=[CH:21][CH:20]=1)([C:13]1[CH:18]=[CH:17][CH:16]=[CH:15][CH:14]=1)[C:7]1[CH:12]=[CH:11][CH:10]=[CH:9][CH:8]=1.C(N(CC)CC)C. (7) The reactants are: [Br:1][C:2]1[N:3]=[C:4]([NH2:9])[C:5]([NH2:8])=[N:6][CH:7]=1.CN(C=O)C.C(Cl)Cl.[H-].[Na+].[C:20]([C:24]1[C:25]([Cl:33])=[C:26]([C:30](Cl)=[O:31])[N:27]([CH3:29])[N:28]=1)([CH3:23])([CH3:22])[CH3:21]. Given the product [NH2:9][C:4]1[C:5]([NH:8][C:30]([C:26]2[N:27]([CH3:29])[N:28]=[C:24]([C:20]([CH3:22])([CH3:21])[CH3:23])[C:25]=2[Cl:33])=[O:31])=[N:6][CH:7]=[C:2]([Br:1])[N:3]=1, predict the reactants needed to synthesize it. (8) Given the product [Cl:1][C:2]1[CH:7]=[CH:6][CH:5]=[CH:4][C:3]=1[C@@H:8]1[CH2:10][C@H:9]1[NH2:11], predict the reactants needed to synthesize it. The reactants are: [Cl:1][C:2]1[CH:7]=[CH:6][CH:5]=[CH:4][C:3]=1[C@@H:8]1[CH2:10][C@H:9]1[NH:11]C(=O)COC. (9) Given the product [CH2:30]([O:28][C:27](=[O:29])[CH2:26][C:24]1[NH:25][C:21]([C:19]([N:13]2[CH2:18][CH2:17][O:16][CH2:15][CH2:14]2)=[O:20])=[CH:22][CH:23]=1)[CH3:31], predict the reactants needed to synthesize it. The reactants are: ClC(Cl)(OC(=O)OC(Cl)(Cl)Cl)Cl.[N:13]1([C:19]([C:21]2[NH:25][C:24]([CH2:26][C:27]([OH:29])=[O:28])=[CH:23][CH:22]=2)=[O:20])[CH2:18][CH2:17][O:16][CH2:15][CH2:14]1.[CH2:30](OC(=O)CC1NC=CC=1)[CH3:31].N1CCOCC1.CCN(CC)CC.